This data is from Full USPTO retrosynthesis dataset with 1.9M reactions from patents (1976-2016). The task is: Predict the reactants needed to synthesize the given product. (1) Given the product [Cl:29][C:30]1[CH:35]=[C:34]([I:36])[CH:33]=[CH:32][C:31]=1[C:60]1[NH:61][C:57]([C@@H:48]([N:44]2[C:85](=[O:87])[C@@H:84]([C:88]3[CH:89]=[CH:90][C:91]([O:94][CH2:95][CH2:96][OH:100])=[CH:92][CH:93]=3)[NH:83][C:81]2=[O:82])[C@H:49]([C:51]2[CH:56]=[CH:55][CH:54]=[CH:53][CH:52]=2)[CH3:50])=[N:58][C:59]=1[CH3:63], predict the reactants needed to synthesize it. The reactants are: IC1C=CC(C2NC([C@@H](N3C(=O)[C@@H](CCC(O)=O)NC3=O)C(C)C)=NC=2)=CC=1.[Cl:29][C:30]1[CH:35]=[C:34]([I:36])[CH:33]=[CH:32][C:31]=1I.C1(C[C@H]2NC(=O)[N:44]([C@H:48]([C:57]3[NH:58][C:59]([C:63]4C=CC(I)=CC=4F)=[C:60](C)[N:61]=3)[C@H:49]([C:51]3[CH:56]=[CH:55][CH:54]=[CH:53][CH:52]=3)[CH3:50])C2=O)CC1.C([Mg]Br)C.C(O[C:81]([NH:83][C@H:84]([C:88]1[CH:93]=[CH:92][C:91]([O:94][CH2:95][C:96](=[O:100])N(C)C)=[CH:90][CH:89]=1)[C:85]([OH:87])=O)=[O:82])(C)(C)C.ClN1C(=O)CCC1=O. (2) The reactants are: [C:1]([O:5][C:6]([N:8]1[CH2:13][CH2:12][C@H:11]([OH:14])[CH2:10][C@@H:9]1[CH3:15])=[O:7])([CH3:4])([CH3:3])[CH3:2].[H-].[Na+].[Br:18][C:19]1[CH:24]=[CH:23][CH:22]=[C:21](F)[CH:20]=1. Given the product [C:1]([O:5][C:6]([N:8]1[CH2:13][CH2:12][C@H:11]([O:14][C:21]2[CH:22]=[CH:23][CH:24]=[C:19]([Br:18])[CH:20]=2)[CH2:10][C@@H:9]1[CH3:15])=[O:7])([CH3:4])([CH3:2])[CH3:3], predict the reactants needed to synthesize it.